From a dataset of Full USPTO retrosynthesis dataset with 1.9M reactions from patents (1976-2016). Predict the reactants needed to synthesize the given product. (1) Given the product [CH3:32][O:33][CH2:23][C@H:22]([CH3:28])[O:21][C:2]1[CH:3]=[C:4]([CH:7]=[C:8]([O:10][C:11]2[CH:16]=[CH:15][C:14]([S:17]([CH3:20])(=[O:19])=[O:18])=[CH:13][CH:12]=2)[CH:9]=1)[C:5]#[N:6], predict the reactants needed to synthesize it. The reactants are: F[C:2]1[CH:3]=[C:4]([CH:7]=[C:8]([O:10][C:11]2[CH:16]=[CH:15][C:14]([S:17]([CH3:20])(=[O:19])=[O:18])=[CH:13][CH:12]=2)[CH:9]=1)[C:5]#[N:6].[OH2:21].[C:22]1([CH3:28])C=CC=C[CH:23]=1.CN([CH:32]=[O:33])C. (2) Given the product [NH2:36][C:34]1[CH:35]=[CH:30][CH:31]=[CH:32][C:33]=1[NH:38][C:21]([C:20]1[CH:24]=[CH:25][C:17]([N:14]2[CH2:13][CH2:12][C:10]3([CH2:9][N:8]([C:6]([O:5][C:1]([CH3:3])([CH3:4])[CH3:2])=[O:7])[CH2:11]3)[CH2:16][CH2:15]2)=[N:18][CH:19]=1)=[O:22], predict the reactants needed to synthesize it. The reactants are: [C:1]([O:5][C:6]([N:8]1[CH2:11][C:10]2([CH2:16][CH2:15][N:14]([C:17]3[CH:25]=[CH:24][C:20]([C:21](O)=[O:22])=[CH:19][N:18]=3)[CH2:13][CH2:12]2)[CH2:9]1)=[O:7])([CH3:4])([CH3:3])[CH3:2].C(Cl)CCl.[CH:30]1[CH:31]=[CH:32][C:33]2[N:38](O)N=[N:36][C:34]=2[CH:35]=1.C1(N)C=CC=CC=1N. (3) The reactants are: [CH:1]1[C:13]2[CH:12]([CH2:14][O:15][C:16]([NH:18][C@@H:19]([CH:30]([CH3:32])[CH3:31])[C:20](ON3C(=O)CCC3=O)=[O:21])=[O:17])[C:11]3[C:6](=[CH:7][CH:8]=[CH:9][CH:10]=3)[C:5]=2[CH:4]=[CH:3][CH:2]=1.[NH2:33][C@@H:34]([CH2:68][CH2:69][CH2:70][NH:71][C:72]([NH2:74])=[O:73])[C:35]([NH:37][C:38]1[CH:67]=[CH:66][C:41]([CH2:42][O:43][C:44]2[C:45]3[CH:65]=[CH:64][CH:63]=[CH:62][C:46]=3[C:47]3[C@H:48]([CH2:60][Cl:61])[CH2:49][N:50]([C:53]([O:55][C:56]([CH3:59])([CH3:58])[CH3:57])=[O:54])[C:51]=3[CH:52]=2)=[CH:40][CH:39]=1)=[O:36]. Given the product [CH:10]1[C:11]2[CH:12]([CH2:14][O:15][C:16]([NH:18][C@@H:19]([CH:30]([CH3:32])[CH3:31])[C:20]([NH:33][C@@H:34]([CH2:68][CH2:69][CH2:70][NH:71][C:72]([NH2:74])=[O:73])[C:35]([NH:37][C:38]3[CH:39]=[CH:40][C:41]([CH2:42][O:43][C:44]4[C:45]5[CH:65]=[CH:64][CH:63]=[CH:62][C:46]=5[C:47]5[C@H:48]([CH2:60][Cl:61])[CH2:49][N:50]([C:53]([O:55][C:56]([CH3:58])([CH3:57])[CH3:59])=[O:54])[C:51]=5[CH:52]=4)=[CH:66][CH:67]=3)=[O:36])=[O:21])=[O:17])[C:13]3[C:5](=[CH:4][CH:3]=[CH:2][CH:1]=3)[C:6]=2[CH:7]=[CH:8][CH:9]=1, predict the reactants needed to synthesize it. (4) Given the product [O:14]=[C:15]1[CH:20]=[C:19]([C:21]2[C:30]3[C:25](=[CH:26][C:27]([O:36][CH3:37])=[C:28]4[O:33][C:32]([CH3:34])([CH3:35])[CH2:31][C:29]4=3)[CH2:24][C:23]([CH3:39])([CH3:38])[N:22]=2)[CH:18]=[CH:17][N:16]1[CH2:40][C:41]([NH:44][C:45]1[CH:46]=[N:47][CH:48]=[CH:49][CH:50]=1)=[O:42], predict the reactants needed to synthesize it. The reactants are: Cl.C(N=C=NCCCN(C)C)C.Cl.[O:14]=[C:15]1[CH:20]=[C:19]([C:21]2[C:30]3[C:25](=[CH:26][C:27]([O:36][CH3:37])=[C:28]4[O:33][C:32]([CH3:35])([CH3:34])[CH2:31][C:29]4=3)[CH2:24][C:23]([CH3:39])([CH3:38])[N:22]=2)[CH:18]=[CH:17][N:16]1[CH2:40][C:41](O)=[O:42].[NH2:44][C:45]1[CH:46]=[N:47][CH:48]=[CH:49][CH:50]=1.O.ON1C2C=CC=CC=2N=N1.